This data is from Forward reaction prediction with 1.9M reactions from USPTO patents (1976-2016). The task is: Predict the product of the given reaction. (1) Given the reactants [CH2:1]([OH:5])[CH2:2][C:3]#[CH:4].[H-].[Na+].Cl[CH2:9]/[CH:10]=[CH:11]/[CH3:12].[CH2:13]1[CH2:17]OC[CH2:14]1, predict the reaction product. The product is: [CH2:1]([O:5][CH2:12][CH2:11][C:10]#[C:9][CH2:17][CH:13]=[CH2:14])/[CH:2]=[CH:3]/[CH3:4]. (2) Given the reactants [Br:1][C:2]1[CH:7]=[CH:6][C:5]([N+:8]([O-])=O)=[C:4](F)[CH:3]=1.C([O-])([O-])=O.[Cs+].[Cs+].[NH2:18][CH:19]1[CH2:22][N:21]([C:23]([O:25][C:26]([CH3:29])([CH3:28])[CH3:27])=[O:24])[CH2:20]1.[CH3:30][C:31](OCC)(OCC)OCC, predict the reaction product. The product is: [Br:1][C:2]1[CH:7]=[CH:6][C:5]2[N:8]=[C:30]([CH3:31])[N:18]([CH:19]3[CH2:20][N:21]([C:23]([O:25][C:26]([CH3:29])([CH3:28])[CH3:27])=[O:24])[CH2:22]3)[C:4]=2[CH:3]=1. (3) Given the reactants [CH3:1][C:2]([N+:10]([O-])=O)([CH3:9])[CH2:3][CH2:4][C:5]([O:7][CH3:8])=[O:6], predict the reaction product. The product is: [NH2:10][C:2]([CH3:9])([CH3:1])[CH2:3][CH2:4][C:5]([O:7][CH3:8])=[O:6]. (4) The product is: [ClH:7].[CH3:10][CH:9]([N:12]1[CH2:17][CH2:16][CH:15]([O:18][CH:19]2[CH2:24][CH2:23][N:22]([C:26]3[CH:27]=[CH:28][C:29]([C:32]4[O:36][N:35]=[C:34]([CH3:37])[N:33]=4)=[CH:30][CH:31]=3)[CH2:21][CH2:20]2)[CH2:14][CH2:13]1)[CH3:11]. Given the reactants CC(C)([O-])C.[Na+].[ClH:7].Cl.[CH:9]([N:12]1[CH2:17][CH2:16][CH:15]([O:18][CH:19]2[CH2:24][CH2:23][NH:22][CH2:21][CH2:20]2)[CH2:14][CH2:13]1)([CH3:11])[CH3:10].Br[C:26]1[CH:31]=[CH:30][C:29]([C:32]2[O:36][N:35]=[C:34]([CH2:37]C)[N:33]=2)=[CH:28][CH:27]=1.CN=C=O, predict the reaction product.